From a dataset of Forward reaction prediction with 1.9M reactions from USPTO patents (1976-2016). Predict the product of the given reaction. (1) Given the reactants [Si]([O:8]CC1C=CC(C(F)(F)F)=CN=1)(C(C)(C)C)(C)C.[Si:20]([O:27][CH2:28][C:29]1[CH:34]=[CH:33][C:32]([Cl:35])=[CH:31][N:30]=1)([C:23]([CH3:26])([CH3:25])[CH3:24])([CH3:22])[CH3:21], predict the reaction product. The product is: [Si:20]([O:27][CH2:28][C:29]1[CH:34]=[CH:33][C:32]([Cl:35])=[CH:31][N+:30]=1[O-:8])([C:23]([CH3:26])([CH3:25])[CH3:24])([CH3:22])[CH3:21]. (2) Given the reactants [CH2:1]([O:3][C:4](=[O:27])[CH:5]([N:13]=C(C1C=CC=CC=1)C1C=CC=CC=1)[CH2:6][C:7]1([F:12])[CH2:11][CH2:10][CH2:9][CH2:8]1)[CH3:2].Cl.C(=O)(O)[O-].[Na+], predict the reaction product. The product is: [CH2:1]([O:3][C:4](=[O:27])[CH:5]([NH2:13])[CH2:6][C:7]1([F:12])[CH2:11][CH2:10][CH2:9][CH2:8]1)[CH3:2]. (3) Given the reactants [NH2:1][C:2]1[CH:19]=[CH:18][C:17]([Cl:20])=[CH:16][C:3]=1[O:4][C:5]1[CH:10]=[CH:9][C:8]([C:11](=[NH:14])[NH:12][OH:13])=[CH:7][C:6]=1[Cl:15].[C:21](Cl)(=[O:23])[CH3:22].N1C=CC=[CH:27][CH:26]=1, predict the reaction product. The product is: [Cl:20][C:17]1[CH:18]=[CH:19][C:2]([NH:1][C:21](=[O:23])[CH3:22])=[C:3]([O:4][C:5]2[CH:10]=[CH:9][C:8]([C:11]3[N:14]=[C:26]([CH3:27])[O:13][N:12]=3)=[CH:7][C:6]=2[Cl:15])[CH:16]=1. (4) Given the reactants [CH2:1]([C:8]1[CH:9]=[N:10][C:11]2[C:16]([C:17]=1[C:18]1[CH:26]=[CH:25][CH:24]=[C:23]3[C:19]=1[CH:20]=[CH:21][N:22]3[CH2:27][C:28]1[CH:37]=[CH:36][C:31]([C:32]([O:34]C)=[O:33])=[CH:30][CH:29]=1)=[CH:15][CH:14]=[CH:13][C:12]=2[C:38]([F:41])([F:40])[F:39])[C:2]1[CH:7]=[CH:6][CH:5]=[CH:4][CH:3]=1.O.[OH-].[Li+].C(C#N)(C)=O, predict the reaction product. The product is: [CH2:1]([C:8]1[CH:9]=[N:10][C:11]2[C:16]([C:17]=1[C:18]1[CH:26]=[CH:25][CH:24]=[C:23]3[C:19]=1[CH:20]=[CH:21][N:22]3[CH2:27][C:28]1[CH:29]=[CH:30][C:31]([C:32]([OH:34])=[O:33])=[CH:36][CH:37]=1)=[CH:15][CH:14]=[CH:13][C:12]=2[C:38]([F:41])([F:39])[F:40])[C:2]1[CH:7]=[CH:6][CH:5]=[CH:4][CH:3]=1. (5) Given the reactants [CH3:1][O:2][C:3]1[C:8]2[N:9]=[C:10]([NH2:12])[S:11][C:7]=2[C:6]([N:13]2[CH2:18][CH2:17][O:16][CH2:15][CH2:14]2)=[CH:5][CH:4]=1.C([O:21][C:22]([C:24]1[CH:25]=[N:26][N:27]([CH2:29][CH2:30][N:31]2[CH2:35][CH2:34][CH2:33][CH2:32]2)[CH:28]=1)=O)C, predict the reaction product. The product is: [CH3:1][O:2][C:3]1[C:8]2[N:9]=[C:10]([NH:12][C:22]([C:24]3[CH:25]=[N:26][N:27]([CH2:29][CH2:30][N:31]4[CH2:35][CH2:34][CH2:33][CH2:32]4)[CH:28]=3)=[O:21])[S:11][C:7]=2[C:6]([N:13]2[CH2:18][CH2:17][O:16][CH2:15][CH2:14]2)=[CH:5][CH:4]=1. (6) Given the reactants [NH2:1][C@@H:2]([C:13](O)=[O:14])[CH2:3][C:4]1[CH:9]=[CH:8][C:7]([N+:10]([O-:12])=[O:11])=[CH:6][CH:5]=1.[NH2:16][C@H:17]([C:28]([O:30][CH3:31])=[O:29])[CH2:18][C:19]1[CH:24]=[CH:23][C:22]([N+:25]([O-:27])=[O:26])=[CH:21][CH:20]=1.Cl.C1CN([P+](ON2N=NC3C=CC=CC2=3)(N2CCCC2)N2CCCC2)CC1.F[P-](F)(F)(F)(F)F.CCN(C(C)C)C(C)C, predict the reaction product. The product is: [NH2:1][C@@H:2]([C:13]([NH:16][C@H:17]([C:28]([O:30][CH3:31])=[O:29])[CH2:18][C:19]1[CH:20]=[CH:21][C:22]([N+:25]([O-:27])=[O:26])=[CH:23][CH:24]=1)=[O:14])[CH2:3][C:4]1[CH:5]=[CH:6][C:7]([N+:10]([O-:12])=[O:11])=[CH:8][CH:9]=1.